From a dataset of Catalyst prediction with 721,799 reactions and 888 catalyst types from USPTO. Predict which catalyst facilitates the given reaction. Reactant: S(=O)(=O)(O)O.[NH2:6][C:7]1[N:12]=[C:11]([CH3:13])[C:10]([CH2:14][C:15]2[CH:20]=[CH:19][C:18]([CH2:21][C:22]([OH:24])=[O:23])=[CH:17][C:16]=2[F:25])=[C:9]([NH:26][CH2:27][CH2:28][CH2:29][CH2:30][CH3:31])[N:8]=1.[C:32]([O-])(O)=O.[Na+]. Product: [NH2:6][C:7]1[N:12]=[C:11]([CH3:13])[C:10]([CH2:14][C:15]2[CH:20]=[CH:19][C:18]([CH2:21][C:22]([O:24][CH3:32])=[O:23])=[CH:17][C:16]=2[F:25])=[C:9]([NH:26][CH2:27][CH2:28][CH2:29][CH2:30][CH3:31])[N:8]=1. The catalyst class is: 24.